From a dataset of Full USPTO retrosynthesis dataset with 1.9M reactions from patents (1976-2016). Predict the reactants needed to synthesize the given product. (1) Given the product [C:24]([O:17][C:16]([CH2:15][CH2:14][CH2:13][CH2:5][CH2:6][CH2:7][CH2:12][CH2:11][CH3:10])=[O:18])([CH3:23])([CH3:25])[CH3:30], predict the reactants needed to synthesize it. The reactants are: [Li+].[OH-].Cl.N[CH:5]([CH:13]1[O:17][C:16](=[O:18])[CH:15](C)[CH2:14]1)[CH2:6][C:7]1[CH:12]=[CH:11][CH:10]=CC=1.C1C=C[C:23]2N(O)N=N[C:24]=2[CH:25]=1.[CH3:30]CN=C=NCCCN(C)C.Cl.C(N(CC)CC)C. (2) The reactants are: C(=O)(OC(C)(C)C)OC/C=[C:5](/[CH2:7][CH2:8]/[CH:9]=[C:10](\[CH2:12][CH2:13][CH:14]=[C:15]([CH3:17])C)/C)\C. Given the product [CH2:5]1[C@@H:7]2[C@@H:13]([CH2:12][CH2:10][CH2:9][CH2:8]2)[CH2:14][CH2:15][CH2:17]1, predict the reactants needed to synthesize it. (3) Given the product [F:26][C:25]([F:28])([F:27])[C:22]([OH:33])=[O:29].[CH:1]1([C@H:4]([NH:6][C:7]2[N:15]=[C:32]([C:31]([OH:29])=[O:33])[N:13]=[C:12]3[C:8]=2[N:9]([CH2:18][C:19]2[CH:24]=[CH:23][C:22]([C:25]([F:28])([F:27])[F:26])=[CH:21][CH:20]=2)[CH:10]=[N:11]3)[CH3:5])[CH2:3][CH2:2]1, predict the reactants needed to synthesize it. The reactants are: [CH:1]1([C@H:4]([NH:6][C:7]2[N:15]=C(C#N)[N:13]=[C:12]3[C:8]=2[N:9]([CH2:18][C:19]2[CH:24]=[CH:23][C:22]([C:25]([F:28])([F:27])[F:26])=[CH:21][CH:20]=2)[CH:10]=[N:11]3)[CH3:5])[CH2:3][CH2:2]1.[OH-:29].[Na+].[CH2:31]([OH:33])[CH3:32]. (4) The reactants are: O1[C:10]2[CH:9]=[C:8]([CH2:11]N(C3CCN(CCN4C5[C:8](=[C:9](F)[CH:10]=[C:5](OC)C=5)[CH:11]=CC4=O)CC3)C(=O)OC(C)(C)C)N=C[C:5]=2OCC1.[O:42]1[C:51]2[CH:50]=[C:49]([CH2:52][N:53]([CH:61]3[CH2:66][CH2:65][N:64]([CH2:67][CH2:68][N:69]4[C:78]5[C:73](=[C:74]([O:80][CH3:81])[CH:75]=[C:76]([F:79])[CH:77]=5)[CH:72]=[CH:71][C:70]4=[O:82])[CH2:63][CH2:62]3)C(=O)OC(C)(C)C)[N:48]=[CH:47][C:46]=2[O:45][CH2:44][CH2:43]1.Cl.[O:84]1[CH2:89][CH2:88]OCC1. Given the product [C:89]([OH:84])(=[O:42])[C:88]1[CH:5]=[CH:10][CH:9]=[CH:8][CH:11]=1.[O:42]1[C:51]2[CH:50]=[C:49]([CH2:52][NH:53][CH:61]3[CH2:62][CH2:63][N:64]([CH2:67][CH2:68][N:69]4[C:78]5[C:73](=[C:74]([O:80][CH3:81])[CH:75]=[C:76]([F:79])[CH:77]=5)[CH:72]=[CH:71][C:70]4=[O:82])[CH2:65][CH2:66]3)[N:48]=[CH:47][C:46]=2[O:45][CH2:44][CH2:43]1, predict the reactants needed to synthesize it. (5) Given the product [Cl:1][C:2]1[CH:3]=[C:4]2[C:9](=[CH:10][CH:11]=1)[CH:8]=[C:7]([S:12]([N:15]([CH3:27])[C@H:16]1[CH2:20][CH2:19][N:18]([C@@H:21]([CH3:25])[C:22](=[O:23])[N:46]3[CH2:42][CH2:41][CH2:40][CH2:45][CH2:44]3)[C:17]1=[O:26])(=[O:13])=[O:14])[CH:6]=[CH:5]2, predict the reactants needed to synthesize it. The reactants are: [Cl:1][C:2]1[CH:3]=[C:4]2[C:9](=[CH:10][CH:11]=1)[CH:8]=[C:7]([S:12]([N:15]([CH3:27])[C@H:16]1[CH2:20][CH2:19][N:18]([C@@H:21]([CH3:25])[C:22](O)=[O:23])[C:17]1=[O:26])(=[O:14])=[O:13])[CH:6]=[CH:5]2.Cl.CN(C)CCCN=C=NCC.[CH:40]1[CH:41]=[CH:42]C2N(O)N=[N:46][C:44]=2[CH:45]=1.N1CCCCC1. (6) The reactants are: [C:1]([C:3]1(O)[CH2:8][CH2:7][CH2:6][N:5]([C:9]([O:11][C:12]([CH3:15])([CH3:14])[CH3:13])=[O:10])[CH2:4]1)#[N:2].CCN(S(F)(F)[F:23])CC. Given the product [C:1]([C:3]1([F:23])[CH2:8][CH2:7][CH2:6][N:5]([C:9]([O:11][C:12]([CH3:15])([CH3:14])[CH3:13])=[O:10])[CH2:4]1)#[N:2], predict the reactants needed to synthesize it. (7) Given the product [CH3:1][C:2]1([CH3:13])[O:9][C@@H:8]2[C@@H:4]([C@@H:5]([CH2:11][O:12][C:21]([C:22]3[CH:27]=[CH:26][CH:25]=[CH:24][CH:23]=3)([C:34]3[CH:35]=[CH:36][CH:37]=[CH:38][CH:39]=3)[C:28]3[CH:29]=[CH:30][CH:31]=[CH:32][CH:33]=3)[O:6][CH:7]2[OH:10])[O:3]1, predict the reactants needed to synthesize it. The reactants are: [CH3:1][C:2]1([CH3:13])[O:9][C@@H:8]2[C@@H:4]([C@@H:5]([CH2:11][OH:12])[O:6][CH:7]2[OH:10])[O:3]1.C(N(CC)CC)C.[C:21](Cl)([C:34]1[CH:39]=[CH:38][CH:37]=[CH:36][CH:35]=1)([C:28]1[CH:33]=[CH:32][CH:31]=[CH:30][CH:29]=1)[C:22]1[CH:27]=[CH:26][CH:25]=[CH:24][CH:23]=1.C(=O)(O)[O-].[Na+]. (8) Given the product [Cl:1][C:2]1[C:7](=[O:8])[N:6]([C:9]2[CH:10]=[C:11]([CH:15]=[CH:16][C:17]=2[CH3:18])[C:12]([N:43]([O:44][CH3:29])[CH3:42])=[O:13])[C:5]([CH3:19])=[N:4][C:3]=1[O:20][CH2:21][C:22]1[CH:27]=[CH:26][CH:25]=[C:24]([CH3:28])[CH:23]=1, predict the reactants needed to synthesize it. The reactants are: [Cl:1][C:2]1[C:7](=[O:8])[N:6]([C:9]2[CH:10]=[C:11]([CH:15]=[CH:16][C:17]=2[CH3:18])[C:12](O)=[O:13])[C:5]([CH3:19])=[N:4][C:3]=1[O:20][CH2:21][C:22]1[CH:27]=[CH:26][CH:25]=[C:24]([CH3:28])[CH:23]=1.[C:29](N1C=CN=C1)(N1C=CN=C1)=O.Cl.[CH3:42][N:43](C)[OH:44].C(N(CC)CC)C.